This data is from Experimentally validated miRNA-target interactions with 360,000+ pairs, plus equal number of negative samples. The task is: Binary Classification. Given a miRNA mature sequence and a target amino acid sequence, predict their likelihood of interaction. (1) The miRNA is hsa-miR-2682-3p with sequence CGCCUCUUCAGCGCUGUCUUCC. The protein sequence of the target gene is MAADTQVSETLKRFAGKVTTASVKERREILSELGKCVAGKDLPEGAVKGLCKLFCLTLHRYRDAASRRALQAAIQQLAEAQPEATAKNLLHSLQSSGIGSKAGVPSKSSGSAALLALTWTCLLVRIVFPSRAKRQGDIWNKLVEVQCLLLLEVLGGSHKHAVDGAVKKLTKLWKENPGLVEQYLSAILSLEPNQNYAGMLGLLVQFCTSHKEMDVVSQHKSALLDFYMKNILMSKVKPPKYLLDSCAPLLRYLSHSEFKDLILPTIQKSLLRSPENVIETISSLLASVTLDLSQYAMDIV.... Result: 0 (no interaction). (2) The miRNA is hsa-miR-6835-3p with sequence AAAAGCACUUUUCUGUCUCCCAG. The protein sequence of the target gene is MLSEAEEPREVATDVFNSKNLAVQAQKKILGKMVSKSIATTLIDDTSSEVLDELYRVTKEYTQNKKEAERVIKNLIKTVIKLAVLHRNNQFNQDELALMEKFKKKVHQLAMTVVSFHQVEYTFDRNVLSRLLNECRELLHEIIQRHLTAKSHGRVNNVFDHFSDCDFLAALYNPFGKFKPHLQKLCDGINKMLDEENI. Result: 0 (no interaction). (3) The miRNA is hsa-miR-5787 with sequence GGGCUGGGGCGCGGGGAGGU. The protein sequence of the target gene is MRRRAARGPGPPPPGPGLSRLPLPLLLLLALGTRGGCAAPAPAPRAEDLSLGVEWLSRFGYLPPADPTTGQLQTQEELSKAITAMQQFGGLEATGILDEATLALMKTPRCSLPDLPVLTQARRRRQAPAPTKWNKRNLSWRVRTFPRDSPLGHDTVRALMYYALKVWSDIAPLNFHEVAGSAADIQIDFSKADHNDGYPFDGPGGTVAHAFFPGHHHTAGDTHFDDDEAWTFRSSDAHGMDLFAVAVHEFGHAIGLSHVAAAHSIMRPYYQGPVGDPLRYGLPYEDKVRVWQLYGVRESV.... Result: 1 (interaction).